Dataset: Full USPTO retrosynthesis dataset with 1.9M reactions from patents (1976-2016). Task: Predict the reactants needed to synthesize the given product. Given the product [C:1]([N:5]1[C:9]2[N:10]=[CH:11][N:12]=[CH:13][C:8]=2[C:7]([C:14]([C:16]2[CH:21]=[C:20]([N:22]([CH3:23])[C:32](=[O:34])[CH2:31][C:28]3[CH:27]=[CH:26][C:25]([Cl:24])=[CH:30][N:29]=3)[CH:19]=[N:18][CH:17]=2)=[O:15])=[CH:6]1)([CH3:4])([CH3:3])[CH3:2], predict the reactants needed to synthesize it. The reactants are: [C:1]([N:5]1[C:9]2[N:10]=[CH:11][N:12]=[CH:13][C:8]=2[C:7]([C:14]([C:16]2[CH:17]=[N:18][CH:19]=[C:20]([NH:22][CH3:23])[CH:21]=2)=[O:15])=[CH:6]1)([CH3:4])([CH3:3])[CH3:2].[Cl:24][C:25]1[CH:26]=[CH:27][C:28]([CH2:31][C:32]([OH:34])=O)=[N:29][CH:30]=1.